This data is from Full USPTO retrosynthesis dataset with 1.9M reactions from patents (1976-2016). The task is: Predict the reactants needed to synthesize the given product. (1) Given the product [NH2:1][C:2]1[CH:10]=[CH:9][CH:8]=[C:7]([O:11][CH3:12])[C:3]=1[C:4]([NH2:16])=[O:5], predict the reactants needed to synthesize it. The reactants are: [NH2:1][C:2]1[CH:10]=[CH:9][CH:8]=[C:7]([O:11][CH3:12])[C:3]=1[C:4](O)=[O:5].Cl.C([N:16]=C=NCCCN(C)C)C.OC1C2N=NNC=2C=CC=1.CN1CCOCC1.[NH4+].[OH-]. (2) Given the product [CH:1]1([C:4]2[N:9]=[C:8]([NH:10][C:11]3[CH:16]=[C:15]([C:33]4[CH:38]=[N:37][C:36]([CH3:39])=[C:35]([NH:40][C:41]([N:43]5[CH2:46][C:45]([F:47])([F:48])[CH2:44]5)=[O:42])[CH:34]=4)[CH:14]=[CH:13][N:12]=3)[CH:7]=[CH:6][N:5]=2)[CH2:2][CH2:3]1, predict the reactants needed to synthesize it. The reactants are: [CH:1]1([C:4]2[N:9]=[C:8]([NH:10][C:11]3[CH:16]=[C:15](B4OC(C)(C)C(C)(C)O4)[CH:14]=[CH:13][N:12]=3)[CH:7]=[CH:6][N:5]=2)[CH2:3][CH2:2]1.C([O-])([O-])=O.[K+].[K+].Br[C:33]1[CH:34]=[C:35]([NH:40][C:41]([N:43]2[CH2:46][C:45]([F:48])([F:47])[CH2:44]2)=[O:42])[C:36]([CH3:39])=[N:37][CH:38]=1. (3) Given the product [CH3:7][N:8]([CH2:12][C:3]1[C:4]([C:16]([N:18]([CH3:20])[CH3:19])=[O:17])=[CH:5][C:6]2[N:10]=[C:9]([CH3:11])[N:8]([CH2:12][CH2:13][O:14][CH3:15])[C:7]=2[C:2]=1[OH:1])[CH3:9], predict the reactants needed to synthesize it. The reactants are: [OH:1][C:2]1[C:7]2[N:8]([CH2:12][CH2:13][O:14][CH3:15])[C:9]([CH3:11])=[N:10][C:6]=2[CH:5]=[C:4]([C:16]([N:18]([CH3:20])[CH3:19])=[O:17])[CH:3]=1.C(=O)([O-])[O-].[K+].[K+]. (4) Given the product [CH2:34]([O:36][C:37]1[C:46]([O:47][CH3:48])=[CH:45][C:44]2[C:43]([C:49]3[CH:50]=[CH:51][C:52]([C:53]([N:30]4[CH2:31][CH2:32][CH:27]([N:12]5[C:13](=[O:26])[C:14]6[S:18][C:17]([C:19]7[CH:24]=[CH:23][CH:22]=[CH:21][C:20]=7[F:25])=[CH:16][C:15]=6[N:10]([CH2:9][C:7]6[O:6][N:5]=[C:4]([CH2:2][CH3:3])[N:8]=6)[C:11]5=[O:33])[CH2:28][CH2:29]4)=[O:54])=[CH:56][CH:57]=3)=[N:42][C@@H:41]3[CH2:58][CH2:59][S:60][CH2:61][C@@H:40]3[C:39]=2[CH:38]=1)[CH3:35], predict the reactants needed to synthesize it. The reactants are: Cl.[CH2:2]([C:4]1[N:8]=[C:7]([CH2:9][N:10]2[C:15]3[CH:16]=[C:17]([C:19]4[CH:24]=[CH:23][CH:22]=[CH:21][C:20]=4[F:25])[S:18][C:14]=3[C:13](=[O:26])[N:12]([CH:27]3[CH2:32][CH2:31][NH:30][CH2:29][CH2:28]3)[C:11]2=[O:33])[O:6][N:5]=1)[CH3:3].[CH2:34]([O:36][C:37]1[C:46]([O:47][CH3:48])=[CH:45][C:44]2[C:43]([C:49]3[CH:57]=[CH:56][C:52]([C:53](O)=[O:54])=[CH:51][CH:50]=3)=[N:42][C@@H:41]3[CH2:58][CH2:59][S:60][CH2:61][C@@H:40]3[C:39]=2[CH:38]=1)[CH3:35].CN(C(ON1N=NC2C=CC=CC1=2)=[N+](C)C)C.F[P-](F)(F)(F)(F)F.CCN(C(C)C)C(C)C. (5) The reactants are: [Br:1][C:2]1[CH:25]=[CH:24][C:5]2[C:6]([C:9]3[CH:14]=[CH:13][CH:12]=[CH:11][C:10]=3[C@@H:15]([NH2:23])[CH2:16][C:17]3[CH:22]=[CH:21][CH:20]=[CH:19][N:18]=3)=[N:7][O:8][C:4]=2[CH:3]=1.[C:26](O[C:26]([O:28][C:29]([CH3:32])([CH3:31])[CH3:30])=[O:27])([O:28][C:29]([CH3:32])([CH3:31])[CH3:30])=[O:27].C(O)(=O)CC(CC(O)=O)(C(O)=O)O. Given the product [Br:1][C:2]1[CH:25]=[CH:24][C:5]2[C:6]([C:9]3[CH:14]=[CH:13][CH:12]=[CH:11][C:10]=3[C@@H:15]([NH:23][C:26](=[O:27])[O:28][C:29]([CH3:32])([CH3:31])[CH3:30])[CH2:16][C:17]3[CH:22]=[CH:21][CH:20]=[CH:19][N:18]=3)=[N:7][O:8][C:4]=2[CH:3]=1, predict the reactants needed to synthesize it. (6) Given the product [Br:1][C:2]1[CH:3]=[C:4]([S:9][CH2:10][CH2:11][C:12]([O:14][CH2:15][CH3:16])=[O:13])[CH:5]=[CH:6][CH:7]=1, predict the reactants needed to synthesize it. The reactants are: [Br:1][C:2]1[CH:7]=[CH:6][CH:5]=[C:4](I)[CH:3]=1.[SH:9][CH2:10][CH2:11][C:12]([O:14][CH2:15][CH3:16])=[O:13].